Dataset: Forward reaction prediction with 1.9M reactions from USPTO patents (1976-2016). Task: Predict the product of the given reaction. (1) Given the reactants [CH3:1][C:2]1[C:7]([O:8][C:9]2[CH:14]=[CH:13][N:12]=[C:11]([NH:15][C:16]3[CH:21]=[CH:20][CH:19]=[C:18]([CH2:22][N:23]4[CH2:28][CH2:27][NH:26][CH2:25][CH2:24]4)[CH:17]=3)[CH:10]=2)=[CH:6][CH:5]=[C:4]([CH3:29])[N:3]=1.Cl[CH2:31][C:32]([NH:34][CH:35]1[CH2:37][CH2:36]1)=[O:33].C(N(C)CC)C, predict the reaction product. The product is: [CH:35]1([NH:34][C:32](=[O:33])[CH2:31][N:26]2[CH2:27][CH2:28][N:23]([CH2:22][C:18]3[CH:19]=[CH:20][CH:21]=[C:16]([NH:15][C:11]4[CH:10]=[C:9]([O:8][C:7]5[C:2]([CH3:1])=[N:3][C:4]([CH3:29])=[CH:5][CH:6]=5)[CH:14]=[CH:13][N:12]=4)[CH:17]=3)[CH2:24][CH2:25]2)[CH2:37][CH2:36]1. (2) Given the reactants [CH:1]1[CH:2]=[C:3]([CH2:6][NH:7][C:8]2[C:13]([C:14]([OH:16])=O)=[CH:12][C:11]([S:17]([NH2:20])(=[O:19])=[O:18])=[C:10]([Cl:21])[CH:9]=2)[O:4][CH:5]=1.C1N=C[N:24](C(N2C=NC=C2)=O)C=1.[NH:34]1[CH2:39][CH2:38][CH2:37][CH2:36][CH2:35]1, predict the reaction product. The product is: [N:34]1([NH:24][C:14](=[O:16])[C:13]2[CH:12]=[C:11]([S:17]([NH2:20])(=[O:19])=[O:18])[C:10]([Cl:21])=[CH:9][C:8]=2[NH:7][CH2:6][C:3]2[O:4][CH:5]=[CH:1][CH:2]=2)[CH2:39][CH2:38][CH2:37][CH2:36][CH2:35]1.